This data is from Full USPTO retrosynthesis dataset with 1.9M reactions from patents (1976-2016). The task is: Predict the reactants needed to synthesize the given product. (1) Given the product [Cl:1][C:2]1[CH:3]=[C:4]([C:5](=[N:41][O:40][CH3:39])[C:7]2[CH:34]=[CH:33][C:10]3[N:11]([CH2:15][CH2:16][O:17][C:18]4[CH:19]=[CH:20][C:21]([O:22][C:23]([CH3:29])([CH3:30])[C:24]([O:26][CH2:27][CH3:28])=[O:25])=[CH:31][CH:32]=4)[C:12](=[O:14])[S:13][C:9]=3[CH:8]=2)[CH:35]=[CH:36][CH:37]=1, predict the reactants needed to synthesize it. The reactants are: [Cl:1][C:2]1[CH:3]=[C:4]([CH:35]=[CH:36][CH:37]=1)[C:5]([C:7]1[CH:34]=[CH:33][C:10]2[N:11]([CH2:15][CH2:16][O:17][C:18]3[CH:32]=[CH:31][C:21]([O:22][C:23]([CH3:30])([CH3:29])[C:24]([O:26][CH2:27][CH3:28])=[O:25])=[CH:20][CH:19]=3)[C:12](=[O:14])[S:13][C:9]=2[CH:8]=1)=O.Cl.[CH3:39][O:40][NH2:41].Cl. (2) Given the product [CH2:23]([C:11]1[C:12]2[CH:20]=[CH:19][C:18]([O:21][CH3:22])=[CH:17][C:13]=2[CH2:14][CH2:15][CH2:16][C:10]=1[C:39]1[CH:40]=[CH:41][C:36]([O:35][CH3:34])=[CH:37][CH:38]=1)[CH:24]=[CH2:25], predict the reactants needed to synthesize it. The reactants are: FC(F)(F)C(F)(F)C(F)(F)C(F)(F)S(O[C:10]1[CH2:16][CH2:15][CH2:14][C:13]2[CH:17]=[C:18]([O:21][CH3:22])[CH:19]=[CH:20][C:12]=2[C:11]=1[CH2:23][CH:24]=[CH2:25])(=O)=O.[CH3:34][O:35][C:36]1[CH:41]=[CH:40][C:39](B(O)O)=[CH:38][CH:37]=1.C1(C)C=CC=CC=1.C([O-])([O-])=O.[Na+].[Na+].